This data is from NCI-60 drug combinations with 297,098 pairs across 59 cell lines. The task is: Regression. Given two drug SMILES strings and cell line genomic features, predict the synergy score measuring deviation from expected non-interaction effect. (1) Drug 1: CN(C)N=NC1=C(NC=N1)C(=O)N. Drug 2: CC1C(C(CC(O1)OC2CC(CC3=C2C(=C4C(=C3O)C(=O)C5=CC=CC=C5C4=O)O)(C(=O)C)O)N)O. Cell line: HOP-92. Synergy scores: CSS=43.2, Synergy_ZIP=-2.34, Synergy_Bliss=-0.997, Synergy_Loewe=2.78, Synergy_HSA=3.65. (2) Drug 1: CN(CCCl)CCCl.Cl. Drug 2: CN(C(=O)NC(C=O)C(C(C(CO)O)O)O)N=O. Cell line: A498. Synergy scores: CSS=7.26, Synergy_ZIP=-1.86, Synergy_Bliss=-0.849, Synergy_Loewe=-6.09, Synergy_HSA=-1.25. (3) Drug 1: COC1=C(C=C2C(=C1)N=CN=C2NC3=CC(=C(C=C3)F)Cl)OCCCN4CCOCC4. Drug 2: COC1=C2C(=CC3=C1OC=C3)C=CC(=O)O2. Cell line: IGROV1. Synergy scores: CSS=50.6, Synergy_ZIP=5.20, Synergy_Bliss=6.87, Synergy_Loewe=-7.36, Synergy_HSA=6.66. (4) Drug 1: CN(CC1=CN=C2C(=N1)C(=NC(=N2)N)N)C3=CC=C(C=C3)C(=O)NC(CCC(=O)O)C(=O)O. Drug 2: CCN(CC)CCCC(C)NC1=C2C=C(C=CC2=NC3=C1C=CC(=C3)Cl)OC. Cell line: MDA-MB-435. Synergy scores: CSS=41.0, Synergy_ZIP=-2.29, Synergy_Bliss=-3.94, Synergy_Loewe=-7.99, Synergy_HSA=-1.84. (5) Drug 1: C1=CC(=CC=C1CCC2=CNC3=C2C(=O)NC(=N3)N)C(=O)NC(CCC(=O)O)C(=O)O. Drug 2: C1CCC(C(C1)N)N.C(=O)(C(=O)[O-])[O-].[Pt+4]. Cell line: UO-31. Synergy scores: CSS=16.2, Synergy_ZIP=-12.9, Synergy_Bliss=-9.87, Synergy_Loewe=-10.8, Synergy_HSA=-6.52. (6) Drug 1: CC1=C(C=C(C=C1)C(=O)NC2=CC(=CC(=C2)C(F)(F)F)N3C=C(N=C3)C)NC4=NC=CC(=N4)C5=CN=CC=C5. Drug 2: COC1=NC(=NC2=C1N=CN2C3C(C(C(O3)CO)O)O)N. Cell line: SW-620. Synergy scores: CSS=-2.60, Synergy_ZIP=1.96, Synergy_Bliss=1.85, Synergy_Loewe=-2.53, Synergy_HSA=-2.69. (7) Drug 2: CC12CCC3C(C1CCC2OP(=O)(O)O)CCC4=C3C=CC(=C4)OC(=O)N(CCCl)CCCl.[Na+]. Synergy scores: CSS=12.2, Synergy_ZIP=-3.66, Synergy_Bliss=2.35, Synergy_Loewe=-7.20, Synergy_HSA=-1.40. Drug 1: C1CCC(C(C1)N)N.C(=O)(C(=O)[O-])[O-].[Pt+4]. Cell line: SNB-19. (8) Drug 1: CS(=O)(=O)OCCCCOS(=O)(=O)C. Drug 2: CC(C)CN1C=NC2=C1C3=CC=CC=C3N=C2N. Cell line: IGROV1. Synergy scores: CSS=6.04, Synergy_ZIP=-0.950, Synergy_Bliss=1.37, Synergy_Loewe=0.504, Synergy_HSA=0.263. (9) Drug 1: CC=C1C(=O)NC(C(=O)OC2CC(=O)NC(C(=O)NC(CSSCCC=C2)C(=O)N1)C(C)C)C(C)C. Drug 2: CS(=O)(=O)OCCCCOS(=O)(=O)C. Cell line: HOP-62. Synergy scores: CSS=55.0, Synergy_ZIP=-4.21, Synergy_Bliss=-5.74, Synergy_Loewe=-11.6, Synergy_HSA=-1.87.